This data is from HIV replication inhibition screening data with 41,000+ compounds from the AIDS Antiviral Screen. The task is: Binary Classification. Given a drug SMILES string, predict its activity (active/inactive) in a high-throughput screening assay against a specified biological target. The molecule is Cc1ccc(C(=O)n2nc(C)c(N=Nc3ccccc3)c2C)cc1. The result is 0 (inactive).